This data is from Full USPTO retrosynthesis dataset with 1.9M reactions from patents (1976-2016). The task is: Predict the reactants needed to synthesize the given product. (1) Given the product [CH2:2]([O:9][C:10]1[C:11]([CH3:32])=[C:12]([CH3:31])[C:13]([NH2:17])=[N:14][C:15]=1[CH3:16])[C:3]1[CH:4]=[CH:5][CH:6]=[CH:7][CH:8]=1, predict the reactants needed to synthesize it. The reactants are: [Cl-].[CH2:2]([O:9][C:10]1[C:11]([CH3:32])=[C:12]([CH3:31])[C:13]([N:17]=C(C2C=CC=CC=2)C2C=CC=CC=2)=[N:14][C:15]=1[CH3:16])[C:3]1[CH:8]=[CH:7][CH:6]=[CH:5][CH:4]=1. (2) Given the product [CH:24]([N:4]1[CH:5]=[C:6]2[C:2]([C:22](=[O:23])[NH:21][C:8]3([CH2:13][CH2:12][N:11]([C:14]([O:16][C:17]([CH3:20])([CH3:19])[CH3:18])=[O:15])[CH2:10][CH2:9]3)[CH2:7]2)=[N:3]1)([CH3:26])[CH3:25], predict the reactants needed to synthesize it. The reactants are: I[C:2]1[C:6]([CH2:7][C:8]2([N:21]=[C:22]=[O:23])[CH2:13][CH2:12][N:11]([C:14]([O:16][C:17]([CH3:20])([CH3:19])[CH3:18])=[O:15])[CH2:10][CH2:9]2)=[CH:5][N:4]([CH:24]([CH3:26])[CH3:25])[N:3]=1.C([Li])(C)(C)C. (3) Given the product [Br:10][C:11]1[CH:12]=[CH:13][CH:14]=[C:15]2[C:9]=1[C:8](=[O:7])[NH:18][CH:17]=[CH:16]2, predict the reactants needed to synthesize it. The reactants are: C(OC([O:7][CH2:8][CH3:9])C=O)C.[Br:10][C:11]1[CH:12]=[CH:13][CH:14]=[C:15]2C=1C=[N:18][CH:17]=[CH:16]2. (4) Given the product [F:22][C:23]([F:28])([F:27])[C:24]([OH:26])=[O:25].[NH2:6][C@@:5]([C:14]1[S:15][C:16]([CH3:19])=[N:17][N:18]=1)([CH3:20])[CH2:4][OH:3], predict the reactants needed to synthesize it. The reactants are: CC1(C)[N:6](C(OC(C)(C)C)=O)[C@:5]([CH3:20])([C:14]2[S:15][C:16]([CH3:19])=[N:17][N:18]=2)[CH2:4][O:3]1.[F:22][C:23]([F:28])([F:27])[C:24]([OH:26])=[O:25]. (5) Given the product [C:1]([C:3]1[C:4]([N:18]2[CH2:23][CH2:22][N:21]([C:32]([NH:31][C:29]3[CH:28]=[C:27]([Cl:34])[CH:26]=[C:25]([Cl:24])[CH:30]=3)=[O:33])[CH2:20][CH2:19]2)=[N:5][C:6]([C:14]([F:15])([F:17])[F:16])=[C:7]([CH:13]=1)[C:8]([O:10][CH2:11][CH3:12])=[O:9])#[N:2], predict the reactants needed to synthesize it. The reactants are: [C:1]([C:3]1[C:4]([N:18]2[CH2:23][CH2:22][NH:21][CH2:20][CH2:19]2)=[N:5][C:6]([C:14]([F:17])([F:16])[F:15])=[C:7]([CH:13]=1)[C:8]([O:10][CH2:11][CH3:12])=[O:9])#[N:2].[Cl:24][C:25]1[CH:30]=[C:29]([N:31]=[C:32]=[O:33])[CH:28]=[C:27]([Cl:34])[CH:26]=1. (6) Given the product [NH2:27][C:28]1[CH:33]=[C:32]([C:2]2[CH:3]=[CH:4][C:5]3[C:11]4[S:12][C:13]([C:15]([N:17]([C:19]5[CH:24]=[CH:23][CH:22]=[CH:21][C:20]=5[Cl:25])[CH3:18])=[O:16])=[CH:14][C:10]=4[CH2:9][CH2:8][O:7][C:6]=3[CH:26]=2)[CH:31]=[CH:30][CH:29]=1, predict the reactants needed to synthesize it. The reactants are: Br[C:2]1[CH:3]=[CH:4][C:5]2[C:11]3[S:12][C:13]([C:15]([N:17]([C:19]4[CH:24]=[CH:23][CH:22]=[CH:21][C:20]=4[Cl:25])[CH3:18])=[O:16])=[CH:14][C:10]=3[CH2:9][CH2:8][O:7][C:6]=2[CH:26]=1.[NH2:27][C:28]1[CH:29]=[C:30](B(O)O)[CH:31]=[CH:32][CH:33]=1. (7) The reactants are: Br[C:2]1[CH:3]=[N:4][C:5]2[C:10]([C:11]=1[C:12]1[C:17]([O:18][CH3:19])=[CH:16][C:15]([C:20]3[CH:25]=[CH:24][CH:23]=[C:22]([F:26])[CH:21]=3)=[C:14]([Cl:27])[CH:13]=1)=[CH:9][CH:8]=[C:7]([S:28]([NH:31][C:32]1[CH:36]=[CH:35][O:34][N:33]=1)(=[O:30])=[O:29])[CH:6]=2.C(=O)([O-])[O-].[K+].[K+].CN(C=O)C.[CH2:48](B(CC)CC)[CH3:49]. Given the product [Cl:27][C:14]1[CH:13]=[C:12]([C:11]2[C:10]3[C:5](=[CH:6][C:7]([S:28]([NH:31][C:32]4[CH:36]=[CH:35][O:34][N:33]=4)(=[O:29])=[O:30])=[CH:8][CH:9]=3)[N:4]=[CH:3][C:2]=2[CH2:48][CH3:49])[C:17]([O:18][CH3:19])=[CH:16][C:15]=1[C:20]1[CH:25]=[CH:24][CH:23]=[C:22]([F:26])[CH:21]=1, predict the reactants needed to synthesize it.